From a dataset of Drug-target binding data from BindingDB using IC50 measurements. Regression. Given a target protein amino acid sequence and a drug SMILES string, predict the binding affinity score between them. We predict pIC50 (pIC50 = -log10(IC50 in M); higher means more potent). Dataset: bindingdb_ic50. The drug is COc1cc(Cc2cnc(N)nc2N)cc(OC)c1O. The target protein (Q27713) has sequence MEDLSETFDIYAICACCKVLNDDEKVRCFNNKTFKGIGNAGVLPWKCNLIDMKYFSSVTSYINENNYIRLKWKRDKYMEKHNLKNNVELNTNIISSTNNLQNIVVMGKKSWESIPKKFKPLQNRINIILSRTLKKEDIVNENNNENNNVIIIKSVDDLFPILKCTKYYKCFIIGGSSVYKEFLDRNLIKKIYFTRINNSYNCDVLFPEINENLFKITSISDVYYSNNTTLDFIIYSKTKEINPNEEVPNNTFLGVCDEQNKAFDDEDDYTYFSFNKNKENIKKNSEHAHNFKIYNSIKYKNHPEYQYLNIIYDIIMHGNKQDDRTGVGVLSKFGYMMKFNLNEYFPLLTTKKLFIRGIIEELLWFIRGETNGNTLLEKNVRIWEANGTREFLDNRKLFHREVNDLGPIYGFQWRHFGAEYTDMHDNYKDKGVDQLKNIINLIKNDPTCRRIILCAWNVKNLDQMALPPCHILCQFYVFDGKLSCIMYQRSCDLGLGVPFN.... The pIC50 is 6.5.